From a dataset of Reaction yield outcomes from USPTO patents with 853,638 reactions. Predict the reaction yield, written as a fraction of the theoretical maximum amount of product (1.0 means a 100% yield; for example, 0.34 means a 34% yield). (1) The reactants are [CH2:1]([O:8][C:9]([N:11]1[CH2:15][C@H:14]([F:16])[C@H:13]2[O:17][CH2:18]C(=O)[C@@H:12]12)=[O:10])[C:2]1[CH:7]=[CH:6][CH:5]=[CH:4][CH:3]=1.[CH:21]([O:26][CH3:27])([O:24][CH3:25])OC.C1(C)C=CC(S(O)(=O)=O)=CC=1. The catalyst is CO. The product is [CH2:1]([O:8][C:9]([N:11]1[CH2:15][C@H:14]([F:16])[C@H:13]2[O:17][CH2:18][C:21]([O:24][CH3:25])([O:26][CH3:27])[C@@H:12]12)=[O:10])[C:2]1[CH:3]=[CH:4][CH:5]=[CH:6][CH:7]=1. The yield is 0.800. (2) The reactants are [C:1]1([NH:7][C:8]2[CH:9]=[CH:10][C:11]([C:14]([OH:16])=O)=[N:12][CH:13]=2)[CH:6]=[CH:5][CH:4]=[CH:3][CH:2]=1.CCN(C(C)C)C(C)C.C1C=CC2N(O)N=NC=2C=1.CCN=C=NCCCN(C)C.Cl.Cl.[CH2:49]([O:51][C:52](=[O:55])[CH2:53][NH2:54])[CH3:50]. The catalyst is CN(C=O)C.O. The yield is 0.880. The product is [CH2:49]([O:51][C:52](=[O:55])[CH2:53][NH:54][C:14]([C:11]1[CH:10]=[CH:9][C:8]([NH:7][C:1]2[CH:2]=[CH:3][CH:4]=[CH:5][CH:6]=2)=[CH:13][N:12]=1)=[O:16])[CH3:50]. (3) The reactants are [Cl:1][C:2]1[CH:7]=[CH:6][C:5]([N:8]=[C:9]=[O:10])=[CH:4][C:3]=1[C:11]([F:14])([F:13])[F:12].[CH3:15][NH:16][C:17]([C:19]1[CH:24]=[C:23]([O:25][C:26]2[CH:32]=[CH:31][C:29]([NH2:30])=[CH:28][CH:27]=2)[CH:22]=[CH:21][N:20]=1)=[O:18]. The catalyst is C(Cl)Cl. The product is [Cl:1][C:2]1[CH:7]=[CH:6][C:5]([NH:8][C:9]([NH:30][C:29]2[CH:28]=[CH:27][C:26]([O:25][C:23]3[CH:22]=[CH:21][N:20]=[C:19]([C:17](=[O:18])[NH:16][CH3:15])[CH:24]=3)=[CH:32][CH:31]=2)=[O:10])=[CH:4][C:3]=1[C:11]([F:12])([F:13])[F:14]. The yield is 0.930. (4) The reactants are [Br:1][C:2]1[CH:3]=[C:4]([S:8](Cl)(=[O:10])=[O:9])[CH:5]=[CH:6][CH:7]=1.[NH2:12][CH2:13][CH2:14][N:15]1[CH2:20][CH2:19][O:18][CH2:17][CH2:16]1. No catalyst specified. The product is [Br:1][C:2]1[CH:3]=[C:4]([S:8]([NH:12][CH2:13][CH2:14][N:15]2[CH2:20][CH2:19][O:18][CH2:17][CH2:16]2)(=[O:10])=[O:9])[CH:5]=[CH:6][CH:7]=1. The yield is 0.930. (5) The reactants are [F:1][C:2]1[C:35]([F:36])=[CH:34][CH:33]=[CH:32][C:3]=1[CH2:4][NH:5][C:6](=[O:31])[N:7]([C@H:9]([CH2:16][O:17][C:18](=[O:30])[NH:19][C:20]1[N:21]=[CH:22][C:23]2[C:28]([CH:29]=1)=[CH:27][CH:26]=[CH:25][CH:24]=2)[CH2:10][CH2:11][CH2:12][C:13](O)=[O:14])[CH3:8].C(N(CC)CC)C.ClC(OC(C)C)=O.[BH4-].[Na+]. The catalyst is C1COCC1.O. The product is [CH:22]1[C:23]2[C:28](=[CH:27][CH:26]=[CH:25][CH:24]=2)[CH:29]=[C:20]([NH:19][C:18](=[O:30])[O:17][CH2:16][C@@H:9]([N:7]([CH3:8])[C:6]([NH:5][CH2:4][C:3]2[CH:32]=[CH:33][CH:34]=[C:35]([F:36])[C:2]=2[F:1])=[O:31])[CH2:10][CH2:11][CH2:12][CH2:13][OH:14])[N:21]=1. The yield is 0.520. (6) The reactants are C(OC(=O)[NH:7][CH2:8][C:9]1[CH:14]=[CH:13][C:12]([Cl:15])=[CH:11][C:10]=1[S:16]([CH3:19])(=[O:18])=[O:17])(C)(C)C.C1(C)C=CC(S(O)(=O)=O)=CC=1. The catalyst is ClCCl.FC(F)(F)C(O)=O. The product is [Cl:15][C:12]1[CH:13]=[CH:14][C:9]([CH2:8][NH2:7])=[C:10]([S:16]([CH3:19])(=[O:18])=[O:17])[CH:11]=1. The yield is 0.801. (7) The reactants are C([O:3][C:4]([C@@:6]12[CH2:23][C@H:22]1[CH:21]=[CH:20][CH2:19][CH2:18][CH2:17][CH2:16][C@H:15](NC(OC(C)(C)C)=O)[C:14](=[O:32])[N:13]1[C@@H:9]([CH2:10][C@@H:11]([O:33][C:34]3[C:43]4[C:38](=[CH:39][C:40]([O:44][CH3:45])=[CH:41][CH:42]=4)[N:37]=[C:36]([C:46]4[CH:51]=[CH:50][CH:49]=[CH:48][CH:47]=4)[CH:35]=3)[CH2:12]1)[C:8](=[O:52])[NH:7]2)=[O:5])C.[Li+].[OH-:54]. The catalyst is C1COCC1.O.CO. The product is [C:6]([O:54][C@@H:15]1[C:14](=[O:32])[N:13]2[C@:9]([N:7]=[C:8]=[O:52])([CH2:10][C@@H:11]([O:33][C:34]3[C:43]4[C:38](=[CH:39][C:40]([O:44][CH3:45])=[CH:41][CH:42]=4)[N:37]=[C:36]([C:46]4[CH:51]=[CH:50][CH:49]=[CH:48][CH:47]=4)[CH:35]=3)[CH2:12]2)[C:8](=[O:52])[NH:7][C@@:6]2([C:4]([OH:3])=[O:5])[C@@H:22]([CH2:23]2)[CH:21]=[CH:20][CH2:19][CH2:18][CH2:17][CH2:16]1)([CH3:23])([CH3:22])[CH3:4]. The yield is 1.00.